From a dataset of Reaction yield outcomes from USPTO patents with 853,638 reactions. Predict the reaction yield, written as a fraction of the theoretical maximum amount of product (1.0 means a 100% yield; for example, 0.34 means a 34% yield). (1) The reactants are [CH:1]1([C:4]2[CH:9]=[CH:8][C:7]([CH:10]3[N:14]([CH2:15][CH2:16][C:17]4[CH:22]=[CH:21][C:20]([O:23][CH3:24])=[CH:19][CH:18]=4)[C:13](=[O:25])[C:12]4([CH2:30][CH2:29][NH:28][CH2:27][CH2:26]4)[N:11]3[CH3:31])=[CH:6][CH:5]=2)[CH2:3][CH2:2]1.C(O)(C(F)(F)F)=O.C(N(CC)CC)C.[CH:46]1([C:49](Cl)=[O:50])[CH2:48][CH2:47]1. The catalyst is C(Cl)Cl. The product is [CH:46]1([C:49]([N:28]2[CH2:27][CH2:26][C:12]3([N:11]([CH3:31])[CH:10]([C:7]4[CH:8]=[CH:9][C:4]([CH:1]5[CH2:3][CH2:2]5)=[CH:5][CH:6]=4)[N:14]([CH2:15][CH2:16][C:17]4[CH:22]=[CH:21][C:20]([O:23][CH3:24])=[CH:19][CH:18]=4)[C:13]3=[O:25])[CH2:30][CH2:29]2)=[O:50])[CH2:48][CH2:47]1. The yield is 0.350. (2) The reactants are [OH:1][C:2]1[C:9]([N+:10]([O-:12])=[O:11])=[CH:8][C:5]([CH:6]=O)=[CH:4][C:3]=1[O:13][CH2:14][CH2:15][OH:16].[C:17]1([C:23](=O)[CH2:24][C:25]2[CH:30]=[CH:29][CH:28]=[CH:27][CH:26]=2)[CH:22]=[CH:21][CH:20]=[CH:19][CH:18]=1.[NH2:32][C:33]([NH2:35])=[O:34].Cl. The catalyst is C(O)C. The product is [OH:1][C:2]1[C:9]([N+:10]([O-:12])=[O:11])=[CH:8][C:5]([CH:6]2[C:24]([C:25]3[CH:30]=[CH:29][CH:28]=[CH:27][CH:26]=3)=[C:23]([C:17]3[CH:22]=[CH:21][CH:20]=[CH:19][CH:18]=3)[NH:35][C:33](=[O:34])[NH:32]2)=[CH:4][C:3]=1[O:13][CH2:14][CH2:15][OH:16]. The yield is 0.237.